Dataset: Peptide-MHC class II binding affinity with 134,281 pairs from IEDB. Task: Regression. Given a peptide amino acid sequence and an MHC pseudo amino acid sequence, predict their binding affinity value. This is MHC class II binding data. (1) The peptide sequence is AMTDTTPFGQQRVFK. The MHC is DRB1_0801 with pseudo-sequence DRB1_0801. The binding affinity (normalized) is 0.287. (2) The peptide sequence is AAGTAAQAAVVRFQE. The MHC is DRB5_0101 with pseudo-sequence DRB5_0101. The binding affinity (normalized) is 0.584. (3) The peptide sequence is QKKYFAATQFEPLAA. The MHC is HLA-DQA10101-DQB10501 with pseudo-sequence HLA-DQA10101-DQB10501. The binding affinity (normalized) is 0.469.